Dataset: Forward reaction prediction with 1.9M reactions from USPTO patents (1976-2016). Task: Predict the product of the given reaction. (1) The product is: [CH:16]([C:13]1[CH:14]=[CH:15][C:10]([C:9]([O:8][CH3:7])=[O:18])=[CH:11][CH:12]=1)=[CH2:1]. Given the reactants [CH3:1]C(C)([O-])C.[K+].[CH3:7][O:8][C:9](=[O:18])[C:10]1[CH:15]=[CH:14][C:13]([CH:16]=O)=[CH:12][CH:11]=1.CCCCCC, predict the reaction product. (2) Given the reactants CN(C(ON1N=NC2C=CC=NC1=2)=[N+](C)C)C.F[P-](F)(F)(F)(F)F.[CH3:25][O:26][C:27]1[CH:28]=[C:29]2[C:34](=[CH:35][CH:36]=1)[CH:33]=[C:32]([S:37]([N:40]1[CH2:45][CH2:44][N:43]3[CH:46]=[CH:47][CH:48]=[C:42]3[CH:41]1[CH2:49][C:50]([OH:52])=O)(=[O:39])=[O:38])[CH:31]=[CH:30]2.[NH:53]1[CH2:57][CH2:56][N:55]=[C:54]1[C:58]1[CH:63]=[CH:62][C:61]([CH2:64][CH2:65][NH2:66])=[CH:60][CH:59]=1.CCN(C(C)C)C(C)C, predict the reaction product. The product is: [NH:55]1[CH2:56][CH2:57][N:53]=[C:54]1[C:58]1[CH:59]=[CH:60][C:61]([CH2:64][CH2:65][NH:66][C:50](=[O:52])[CH2:49][CH:41]2[N:40]([S:37]([C:32]3[CH:31]=[CH:30][C:29]4[C:34](=[CH:35][CH:36]=[C:27]([O:26][CH3:25])[CH:28]=4)[CH:33]=3)(=[O:38])=[O:39])[CH2:45][CH2:44][N:43]3[CH:46]=[CH:47][CH:48]=[C:42]23)=[CH:62][CH:63]=1. (3) Given the reactants C(OC(=O)C(=CN[C:13]1[CH:18]=[CH:17][C:16](OCC)=[CH:15][CH:14]=1)C(OCC)=O)C.C([C:25]1[CH:43]=[CH:42][CH:41]=[CH:40][C:26]=1[C:27]([CH2:34][CH2:35][CH2:36][CH2:37][CH2:38][CH3:39])=C(OC)C([O-])=O)C.C(OC(CC)CCCCC)(=O)C1[C:46](=CC=CC=1)[OH:47].CCCCC([CH2:69][O:70]C(C(C#N)=C(C1C=CC=CC=1)C1C=CC=CC=1)=O)CC.C1(C2NC3C=C(S(O)(=O)=[O:105])C=CC=3N=2)C=CC=CC=1.C(OC(=O)C(=CC1C=CC=CC=1)C(OCC)=O)C.N1N(C2C(O)=CC=C(C(C)(C)CC(C)(C)C)C=2)N=C2C=CC=CC=12.C(C1C=CC(C(=O)CC(C2C=CC(OC)=CC=2)=O)=CC=1)(C)(C)C.CC12C(C)(C)C(CC1)/C(=C\C1C=CC(C)=CC=1)/C2=O.C(OC1CC(C)CC(C)(C)C1)(=O)C1C(=CC=CC=1)O.C(C(CCCC)COC(=O)CCC1C=CC(OC)=CC=1)C.COC1C=CC(C=CC(OCC(CC)CCCC)=O)=CC=1.C(C(OC)(C(=O)C1C=CC=CC=1)C(=O)C1C=CC=CC=1)CCC, predict the reaction product. The product is: [CH2:36]([CH2:35][C:34]([O:70][CH3:69])([C:46](=[O:47])[C:13]1[CH:14]=[CH:15][CH:16]=[CH:17][CH:18]=1)[C:27](=[O:105])[C:26]1[CH:25]=[CH:43][CH:42]=[CH:41][CH:40]=1)[CH2:37][CH2:38][CH3:39]. (4) Given the reactants [Cl:1][C:2]1[C:7]([CH:8]2[CH2:13][CH2:12][NH:11][CH2:10][CH2:9]2)=[CH:6][C:5]([C:14]#[N:15])=[CH:4][C:3]=1[NH:16][C:17]1[N:22]=[C:21]([N:23]([CH:33]2[CH2:35][CH2:34]2)CC2C=CC(OC)=CC=2)[C:20]2=[N:36][CH:37]=[C:38]([C:39]#[N:40])[N:19]2[N:18]=1.Br[C:42]([CH3:47])([CH3:46])[C:43]([NH2:45])=[O:44].[I-].[Na+].C([O-])([O-])=O.[Cs+].[Cs+].C(O)(C(F)(F)F)=O.C1(OC)C=CC=CC=1, predict the reaction product. The product is: [Cl:1][C:2]1[C:3]([NH:16][C:17]2[N:22]=[C:21]([NH:23][CH:33]3[CH2:35][CH2:34]3)[C:20]3=[N:36][CH:37]=[C:38]([C:39]#[N:40])[N:19]3[N:18]=2)=[CH:4][C:5]([C:14]#[N:15])=[CH:6][C:7]=1[CH:8]1[CH2:13][CH2:12][N:11]([C:42]([CH3:47])([CH3:46])[C:43]([NH2:45])=[O:44])[CH2:10][CH2:9]1. (5) Given the reactants [NH2:1][CH2:2][CH2:3][NH:4][C:5]1[N:14]=[C:13]([N:15]([C:17]2[CH:22]=[CH:21][C:20]([O:23][CH3:24])=[CH:19][CH:18]=2)[CH3:16])[C:12]2[C:7](=[CH:8][CH:9]=[C:10]([O:25][CH3:26])[CH:11]=2)[N:6]=1.Cl[C:28]([O:30][CH3:31])=[O:29].C(N(CC)CC)C, predict the reaction product. The product is: [CH3:31][O:30][C:28](=[O:29])[NH:1][CH2:2][CH2:3][NH:4][C:5]1[N:14]=[C:13]([N:15]([C:17]2[CH:18]=[CH:19][C:20]([O:23][CH3:24])=[CH:21][CH:22]=2)[CH3:16])[C:12]2[C:7](=[CH:8][CH:9]=[C:10]([O:25][CH3:26])[CH:11]=2)[N:6]=1.